Dataset: Full USPTO retrosynthesis dataset with 1.9M reactions from patents (1976-2016). Task: Predict the reactants needed to synthesize the given product. (1) Given the product [Cl:1][C:2]1[CH:3]=[C:4]([CH:5]=[CH:6][CH:7]=1)[O:8][C:10]1[CH:15]=[CH:14][C:13]([N+:16]([O-:18])=[O:17])=[CH:12][C:11]=1[O:19][CH3:20], predict the reactants needed to synthesize it. The reactants are: [Cl:1][C:2]1[CH:3]=[C:4]([OH:8])[CH:5]=[CH:6][CH:7]=1.F[C:10]1[CH:15]=[CH:14][C:13]([N+:16]([O-:18])=[O:17])=[CH:12][C:11]=1[O:19][CH3:20].C(=O)([O-])[O-].[K+].[K+].[OH-].[Na+]. (2) Given the product [CH3:23][O:22][C:21]1[CH:20]=[CH:19][C:18]2[NH:17][C:16](=[O:24])[C:15]3[S:25][CH:26]=[CH:27][C:14]=3[C:13]=2[C:12]=1[C:2]1[CH:7]=[CH:6][C:5]([CH2:8][NH:9][CH3:10])=[CH:4][CH:3]=1, predict the reactants needed to synthesize it. The reactants are: Br[C:2]1[CH:7]=[CH:6][C:5]([CH2:8][NH:9][CH3:10])=[CH:4][CH:3]=1.Br[C:12]1[C:13]2[C:14]3[CH:27]=[CH:26][S:25][C:15]=3[C:16](=[O:24])[NH:17][C:18]=2[CH:19]=[CH:20][C:21]=1[O:22][CH3:23]. (3) Given the product [CH3:33][N:34]([CH3:40])[C@H:35]1[CH2:39][CH2:38][N:37]([C:2]2[C:3]([C:20]3[CH:25]=[CH:24][CH:23]=[CH:22][CH:21]=3)=[C:4]([CH3:19])[C:5]([C:17]#[N:18])=[C:6]3[C:10]=2[O:9][C:8]([C:11]([CH3:16])([CH3:15])[CH2:12][O:13][CH3:14])=[N:7]3)[CH2:36]1, predict the reactants needed to synthesize it. The reactants are: F[C:2]1[C:3]([C:20]2[CH:25]=[CH:24][CH:23]=[CH:22][CH:21]=2)=[C:4]([CH3:19])[C:5]([C:17]#[N:18])=[C:6]2[C:10]=1[O:9][C:8]([C:11]([CH3:16])([CH3:15])[CH2:12][O:13][CH3:14])=[N:7]2.C(N(CC)CC)C.[CH3:33][N:34]([CH3:40])[C@H:35]1[CH2:39][CH2:38][NH:37][CH2:36]1.C(OCC)(=O)C. (4) Given the product [NH2:52][C:51]1[N:70]([CH:66]2[CH2:67][CH2:68][CH2:69][N:64]([C:62]([O:61][CH2:54][C:55]3[CH:60]=[CH:59][CH:58]=[CH:57][CH:56]=3)=[O:63])[CH2:65]2)[N:71]=[C:45]([C:42]2[CH:43]=[N:44][C:39]([Cl:38])=[CH:40][CH:41]=2)[C:48]=1[C:49]#[N:50], predict the reactants needed to synthesize it. The reactants are: NC1N(C2CCCN(C(OCC3C=CC=CC=3)=O)C2)N=C(C2C=CC(OC3C=CC=CC=3)=CC=2)C=1C#N.[Cl:38][C:39]1[N:44]=[CH:43][C:42]([C:45](=[C:48]([C:51]#[N:52])[C:49]#[N:50])OC)=[CH:41][CH:40]=1.Cl.[CH2:54]([O:61][C:62]([N:64]1[CH2:69][CH2:68][CH2:67][CH:66]([NH:70][NH2:71])[CH2:65]1)=[O:63])[C:55]1[CH:60]=[CH:59][CH:58]=[CH:57][CH:56]=1. (5) Given the product [N+:28]([C:25]1[CH:26]=[CH:27][C:22]([O:21][C:19]([NH:1][C:2]2[CH:3]=[N:4][CH:5]=[C:6]([CH:11]=2)[C:7]([O:9][CH3:10])=[O:8])=[O:20])=[CH:23][CH:24]=1)([O-:30])=[O:29], predict the reactants needed to synthesize it. The reactants are: [NH2:1][C:2]1[CH:3]=[N:4][CH:5]=[C:6]([CH:11]=1)[C:7]([O:9][CH3:10])=[O:8].N1C=CC=CC=1.Cl[C:19]([O:21][C:22]1[CH:27]=[CH:26][C:25]([N+:28]([O-:30])=[O:29])=[CH:24][CH:23]=1)=[O:20]. (6) Given the product [CH:10]1[C:11]2[CH:12]([CH2:14][O:15][C:16](=[O:17])[NH:18][C@@H:19]([C:20]([N:30]3[CH2:31][CH:28]([F:27])[CH2:29]3)=[O:21])[C@H:23]([OH:25])[CH3:24])[C:13]3[C:5](=[CH:4][CH:3]=[CH:2][CH:1]=3)[C:6]=2[CH:7]=[CH:8][CH:9]=1, predict the reactants needed to synthesize it. The reactants are: [CH:1]1[C:13]2[CH:12]([CH2:14][O:15][C:16]([NH:18][C@H:19]([C@H:23]([OH:25])[CH3:24])[C:20](O)=[O:21])=[O:17])[C:11]3[C:6](=[CH:7][CH:8]=[CH:9][CH:10]=3)[C:5]=2[CH:4]=[CH:3][CH:2]=1.Cl.[F:27][CH:28]1[CH2:31][NH:30][CH2:29]1.CN(C(ON1N=NC2C=CC=NC1=2)=[N+](C)C)C.F[P-](F)(F)(F)(F)F.C(N(CC)C(C)C)(C)C.CN1CCOCC1.